From a dataset of Reaction yield outcomes from USPTO patents with 853,638 reactions. Predict the reaction yield, written as a fraction of the theoretical maximum amount of product (1.0 means a 100% yield; for example, 0.34 means a 34% yield). The reactants are O=[C:2]1[CH2:5][N:4]([C:6]([O:8][C:9]([CH3:12])([CH3:11])[CH3:10])=[O:7])[CH2:3]1.Cl.[CH3:14][NH:15][CH:16]1[CH2:18][CH2:17]1.C(O[BH-](OC(=O)C)OC(=O)C)(=O)C.[Na+]. The catalyst is C(Cl)Cl.C(OCC)(=O)C. The yield is 0.553. The product is [CH:16]1([N:15]([CH3:14])[CH:2]2[CH2:5][N:4]([C:6]([O:8][C:9]([CH3:12])([CH3:11])[CH3:10])=[O:7])[CH2:3]2)[CH2:18][CH2:17]1.